Predict the product of the given reaction. From a dataset of Forward reaction prediction with 1.9M reactions from USPTO patents (1976-2016). (1) Given the reactants [CH3:1][NH2:2].[F:3][C:4]([F:10])([F:9])[S:5](F)(=[O:7])=[O:6], predict the reaction product. The product is: [CH3:1][NH:2][S:5]([C:4]([F:10])([F:9])[F:3])(=[O:7])=[O:6]. (2) Given the reactants C(OC([N:8]1[CH2:14][CH2:13][C:12]2[C:15]([CH2:20][S:21][C:22]3[NH:23][CH:24]=[CH:25][N:26]=3)=[C:16]([Cl:19])[CH:17]=[CH:18][C:11]=2[CH2:10][CH2:9]1)=O)(C)(C)C.C(Cl)(=O)C, predict the reaction product. The product is: [ClH:19].[Cl:19][C:16]1[CH:17]=[CH:18][C:11]2[CH2:10][CH2:9][NH:8][CH2:14][CH2:13][C:12]=2[C:15]=1[CH2:20][S:21][C:22]1[NH:26][CH:25]=[CH:24][N:23]=1. (3) Given the reactants [C:22]12(P(C34CC5[CH2:21][CH:22]([CH2:24]C(C5)C3)[CH2:23]4)CCCC)[CH2:24]C3CC(CC(C3)[CH2:21]1)[CH2:23]2.Br[C:27]1[CH:36]=[CH:35][C:34]2[C:29](=[CH:30][CH:31]=[CH:32][N:33]=2)[N:28]=1.F[B-]([N:41]([CH2:45][CH3:46])[C:42](=[O:44])[O-:43])(F)F.C([O-])([O-])=O.[Cs+].[Cs+], predict the reaction product. The product is: [C:22]([O:44][C:42](=[O:43])[NH:41][CH2:45][CH2:46][C:27]1[CH:36]=[CH:35][C:34]2[C:29](=[CH:30][CH:31]=[CH:32][N:33]=2)[N:28]=1)([CH3:21])([CH3:23])[CH3:24]. (4) Given the reactants [NH2:1][C:2]1[CH:3]=[CH:4][C:5]([Cl:11])=[C:6]([CH:10]=1)[C:7]([OH:9])=[O:8].[F:12][C:13]([F:24])([F:23])[C:14]1[CH:15]=[C:16]([CH:20]=[CH:21][CH:22]=1)[C:17](Cl)=[O:18].C(Cl)(=O)C1C=CC=CC=1, predict the reaction product. The product is: [F:12][C:13]([F:23])([F:24])[C:14]1[CH:15]=[C:16]([CH:20]=[CH:21][CH:22]=1)[C:17]([NH:1][C:2]1[CH:3]=[CH:4][C:5]([Cl:11])=[C:6]([CH:10]=1)[C:7]([OH:9])=[O:8])=[O:18]. (5) Given the reactants FC(F)(F)C(O)=O.[NH:8]1[CH2:12][CH2:11][CH:10]([S:13]([C:16]2[CH:21]=[CH:20][C:19]([OH:22])=[CH:18][CH:17]=2)(=[O:15])=[O:14])[CH2:9]1.[C:23]([O:27][C:28]([N:30]1[CH2:35][CH2:34][C:33](=O)[CH2:32][CH2:31]1)=[O:29])([CH3:26])([CH3:25])[CH3:24], predict the reaction product. The product is: [C:23]([O:27][C:28]([N:30]1[CH2:35][CH2:34][CH:33]([N:8]2[CH2:12][CH2:11][CH:10]([S:13]([C:16]3[CH:21]=[CH:20][C:19]([OH:22])=[CH:18][CH:17]=3)(=[O:15])=[O:14])[CH2:9]2)[CH2:32][CH2:31]1)=[O:29])([CH3:26])([CH3:24])[CH3:25]. (6) Given the reactants [B:9]1([B:9]2[O:14][CH2:13][C:12]([CH3:16])([CH3:15])[CH2:11][O:10]2)[O:14][CH2:13][C:12]([CH3:16])([CH3:15])[CH2:11][O:10]1.C([O-])(=O)C.[K+].Br[C:23]1[CH:32]=[C:31]2[C:26]([N:27]=[CH:28][C:29](=[O:34])[N:30]2[CH3:33])=[CH:25][CH:24]=1.C(Cl)Cl, predict the reaction product. The product is: [CH3:16][C:12]1([CH3:15])[CH2:11][O:10][B:9]([C:23]2[CH:32]=[C:31]3[C:26]([N:27]=[CH:28][C:29](=[O:34])[N:30]3[CH3:33])=[CH:25][CH:24]=2)[O:14][CH2:13]1. (7) Given the reactants Br[C:2]1[CH:41]=[N:40][C:5]2[O:6][C:7]([CH3:39])([CH3:38])[C:8](=[O:37])[N:9]([CH:10]3[CH2:15][CH2:14][N:13]([C:16]([C:18]4[CH:23]=[CH:22][C:21]([C:24]5[CH:29]=[CH:28][CH:27]=[CH:26][C:25]=5[O:30][C@H:31]([CH3:35])[CH2:32][CH2:33][OH:34])=[CH:20][C:19]=4[F:36])=[O:17])[CH2:12][CH2:11]3)[C:4]=2[CH:3]=1.C(=O)([O-])O.[Na+].[CH3:47][N:48](C)C=O, predict the reaction product. The product is: [F:36][C:19]1[CH:20]=[C:21]([C:24]2[CH:29]=[CH:28][CH:27]=[CH:26][C:25]=2[O:30][C@H:31]([CH3:35])[CH2:32][CH2:33][OH:34])[CH:22]=[CH:23][C:18]=1[C:16]([N:13]1[CH2:12][CH2:11][CH:10]([N:9]2[C:8](=[O:37])[C:7]([CH3:39])([CH3:38])[O:6][C:5]3[N:40]=[CH:41][C:2]([C:47]#[N:48])=[CH:3][C:4]2=3)[CH2:15][CH2:14]1)=[O:17]. (8) Given the reactants [NH2:1][C:2]1[C:3]2[S:10][CH:9]=[C:8]([C:11]([NH:13][C:14]3[C:19]([Cl:20])=[C:18]([O:21][CH3:22])[CH:17]=[C:16]([O:23][CH3:24])[C:15]=3[Cl:25])=[O:12])[C:4]=2[N:5]=[CH:6][N:7]=1.Br[C:27]1[CH:32]=[CH:31][C:30]([CH3:33])=[CH:29][N:28]=1.CC1(C)C2C(=C(P(C3C=CC=CC=3)C3C=CC=CC=3)C=CC=2)OC2C(P(C3C=CC=CC=3)C3C=CC=CC=3)=CC=CC1=2.C([O-])([O-])=O.[Cs+].[Cs+], predict the reaction product. The product is: [Cl:25][C:15]1[C:16]([O:23][CH3:24])=[CH:17][C:18]([O:21][CH3:22])=[C:19]([Cl:20])[C:14]=1[NH:13][C:11]([C:8]1[C:4]2[N:5]=[CH:6][N:7]=[C:2]([NH:1][C:27]3[CH:32]=[CH:31][C:30]([CH3:33])=[CH:29][N:28]=3)[C:3]=2[S:10][CH:9]=1)=[O:12].